The task is: Predict the product of the given reaction.. This data is from Forward reaction prediction with 1.9M reactions from USPTO patents (1976-2016). (1) The product is: [F:8][C:6]1[CH:7]=[C:2]([B:13]2[O:17][C:16]([CH3:19])([CH3:18])[C:15]([CH3:21])([CH3:20])[O:14]2)[CH:3]=[C:4]([O:11][CH3:12])[C:5]=1[CH2:9][OH:10]. Given the reactants Br[C:2]1[CH:7]=[C:6]([F:8])[C:5]([CH2:9][OH:10])=[C:4]([O:11][CH3:12])[CH:3]=1.[B:13]1([B:13]2[O:17][C:16]([CH3:19])([CH3:18])[C:15]([CH3:21])([CH3:20])[O:14]2)[O:17][C:16]([CH3:19])([CH3:18])[C:15]([CH3:21])([CH3:20])[O:14]1.C([O-])(=O)C.[K+], predict the reaction product. (2) Given the reactants F[C:2]1[CH:7]=[CH:6][C:5]([N+:8]([O-:10])=[O:9])=[CH:4][CH:3]=1.[CH3:11][C:12]([C:14]1[CH:15]=[CH:16][C:17]([OH:20])=[CH:18][CH:19]=1)=[O:13].C(=O)([O-])[O-].[K+].[K+], predict the reaction product. The product is: [N+:8]([C:5]1[CH:6]=[CH:7][C:2]([O:20][C:17]2[CH:18]=[CH:19][C:14]([C:12](=[O:13])[CH3:11])=[CH:15][CH:16]=2)=[CH:3][CH:4]=1)([O-:10])=[O:9]. (3) Given the reactants [F:1][C:2]1[CH:15]=[CH:14][C:5]([O:6][C:7]2[CH:13]=[CH:12][C:10]([NH2:11])=[CH:9][CH:8]=2)=[C:4]([CH3:16])[CH:3]=1.C(OC([N:24]1[CH2:28][C@H:27]([CH2:29][C:30]2[CH:35]=[CH:34][C:33]([F:36])=[CH:32][CH:31]=2)[CH2:26][C@H:25]1[C:37](O)=[O:38])=O)(C)(C)C, predict the reaction product. The product is: [F:1][C:2]1[CH:15]=[CH:14][C:5]([O:6][C:7]2[CH:13]=[CH:12][C:10]([NH:11][C:37]([C@@H:25]3[CH2:26][C@@H:27]([CH2:29][C:30]4[CH:31]=[CH:32][C:33]([F:36])=[CH:34][CH:35]=4)[CH2:28][NH:24]3)=[O:38])=[CH:9][CH:8]=2)=[C:4]([CH3:16])[CH:3]=1. (4) Given the reactants [CH3:1][N:2]1[C:6]([C:7]2[CH:12]=[CH:11][C:10]([NH2:13])=[CH:9][CH:8]=2)=[CH:5][C:4]([C:14]([F:17])([F:16])[F:15])=[N:3]1.[F:18][C:19]1[CH:27]=[C:26]([F:28])[CH:25]=[C:24]([F:29])[C:20]=1[C:21](Cl)=[O:22].CCN(C(C)C)C(C)C.C([O-])(O)=O.[Na+].C(Cl)Cl, predict the reaction product. The product is: [F:18][C:19]1[CH:27]=[C:26]([F:28])[CH:25]=[C:24]([F:29])[C:20]=1[C:21]([NH:13][C:10]1[CH:9]=[CH:8][C:7]([C:6]2[N:2]([CH3:1])[N:3]=[C:4]([C:14]([F:15])([F:16])[F:17])[CH:5]=2)=[CH:12][CH:11]=1)=[O:22]. (5) The product is: [Cl:1][C:2]1[N:7]=[C:6]([O:8][C:9]2[CH:10]=[CH:11][C:12]([O:15][CH3:16])=[CH:13][CH:14]=2)[C:5]([NH2:17])=[CH:4][N:3]=1. Given the reactants [Cl:1][C:2]1[N:7]=[C:6]([O:8][C:9]2[CH:14]=[CH:13][C:12]([O:15][CH3:16])=[CH:11][CH:10]=2)[C:5]([N+:17]([O-])=O)=[CH:4][N:3]=1.C(O)(=O)C, predict the reaction product. (6) Given the reactants Br[C:2]1[S:3][C:4]([C:15]([O:17][CH2:18][CH3:19])=[O:16])=[C:5]([CH2:7][C:8]2[CH:13]=[CH:12][C:11]([Cl:14])=[CH:10][CH:9]=2)[N:6]=1.C([Sn](CCCC)(CCCC)[C:25]1[CH2:26][CH2:27][O:28][CH2:29][CH:30]=1)CCC.[Cl-].[Li+].O1CCOCC1, predict the reaction product. The product is: [CH2:18]([O:17][C:15]([C:4]1[S:3][C:2]([C:25]2[CH2:30][CH2:29][O:28][CH2:27][CH:26]=2)=[N:6][C:5]=1[CH2:7][C:8]1[CH:13]=[CH:12][C:11]([Cl:14])=[CH:10][CH:9]=1)=[O:16])[CH3:19].